Dataset: Peptide-MHC class I binding affinity with 185,985 pairs from IEDB/IMGT. Task: Regression. Given a peptide amino acid sequence and an MHC pseudo amino acid sequence, predict their binding affinity value. This is MHC class I binding data. (1) The peptide sequence is KRQEILDLWVY. The MHC is HLA-A02:03 with pseudo-sequence HLA-A02:03. The binding affinity (normalized) is 0. (2) The peptide sequence is QIYPGIKVR. The MHC is HLA-B44:03 with pseudo-sequence HLA-B44:03. The binding affinity (normalized) is 0.00381. (3) The peptide sequence is GYKVAPAAL. The MHC is H-2-Dd with pseudo-sequence H-2-Dd. The binding affinity (normalized) is 0. (4) The peptide sequence is STTGEWPLII. The MHC is HLA-A02:03 with pseudo-sequence HLA-A02:03. The binding affinity (normalized) is 0.157. (5) The peptide sequence is MRHNSREPY. The MHC is HLA-A24:03 with pseudo-sequence HLA-A24:03. The binding affinity (normalized) is 0.0847.